Dataset: Reaction yield outcomes from USPTO patents with 853,638 reactions. Task: Predict the reaction yield, written as a fraction of the theoretical maximum amount of product (1.0 means a 100% yield; for example, 0.34 means a 34% yield). The reactants are [CH:1]1[CH:2]=[C:3]([C:17]([F:20])([F:19])[F:18])[CH:4]=[C:5]([NH:7][C:8]2[N:13]=[CH:12][CH:11]=[CH:10][C:9]=2[C:14]([OH:16])=[O:15])[CH:6]=1.[N+:21]([C:24]1[CH:29]=[CH:28][C:27](O)=[CH:26][CH:25]=1)([O-:23])=[O:22].CCN=C=NCCCN(C)C. The catalyst is C(Cl)Cl. The product is [F:20][C:17]([F:18])([F:19])[C:3]1[CH:4]=[C:5]([NH:7][C:8]2[N:13]=[CH:12][CH:11]=[CH:10][C:9]=2[C:14]([O:16][C:27]2[CH:28]=[CH:29][C:24]([N+:21]([O-:23])=[O:22])=[CH:25][CH:26]=2)=[O:15])[CH:6]=[CH:1][CH:2]=1. The yield is 0.310.